From a dataset of Forward reaction prediction with 1.9M reactions from USPTO patents (1976-2016). Predict the product of the given reaction. (1) Given the reactants [Cl:1][C:2]1[CH:3]=[N:4][C:5]2[N:6]([N:8]=[C:9]([C:11]([OH:13])=O)[CH:10]=2)[CH:7]=1.[CH3:14][CH:15]1[NH:20][CH2:19][CH2:18][N:17]2[C:21]([C:24]3[CH:29]=[CH:28][N:27]=[CH:26][N:25]=3)=[CH:22][CH:23]=[C:16]12, predict the reaction product. The product is: [Cl:1][C:2]1[CH:3]=[N:4][C:5]2[N:6]([N:8]=[C:9]([C:11]([N:20]3[CH2:19][CH2:18][N:17]4[C:21]([C:24]5[CH:29]=[CH:28][N:27]=[CH:26][N:25]=5)=[CH:22][CH:23]=[C:16]4[CH:15]3[CH3:14])=[O:13])[CH:10]=2)[CH:7]=1. (2) Given the reactants C([NH:8][C:9]1[CH:14]=[C:13]([CH3:15])[CH:12]=[C:11]([N:16]2[N:20]=[CH:19][CH:18]=[N:17]2)[N:10]=1)C1C=CC=CC=1.C(NC1C=C(C)C=C(N2C=CN=N2)N=1)C1C=CC=CC=1.Cl.[H][H].[OH-].[Na+], predict the reaction product. The product is: [CH3:15][C:13]1[CH:12]=[C:11]([N:16]2[N:20]=[CH:19][CH:18]=[N:17]2)[N:10]=[C:9]([NH2:8])[CH:14]=1.